This data is from Reaction yield outcomes from USPTO patents with 853,638 reactions. The task is: Predict the reaction yield, written as a fraction of the theoretical maximum amount of product (1.0 means a 100% yield; for example, 0.34 means a 34% yield). (1) The catalyst is O1CCCC1. The reactants are C([O:4][C:5]1[CH:12]=[CH:11][C:8]([CH:9]=[CH2:10])=[CH:7][CH:6]=1)(=O)C.[OH-].[Na+].Cl. The yield is 0.990. The product is [CH:9]([C:8]1[CH:11]=[CH:12][C:5]([OH:4])=[CH:6][CH:7]=1)=[CH2:10]. (2) The reactants are [Cl:1][C:2]1[N:3]=[C:4]2[CH:12]=[C:11]([Cl:13])[CH:10]=[N:9][C:5]2=[N:6][C:7]=1Cl.[NH:14]1[CH2:17][CH:16]([NH:18][C:19](=[O:25])[O:20][C:21]([CH3:24])([CH3:23])[CH3:22])[CH2:15]1.[NH4+].[Cl-]. The catalyst is C(Cl)Cl. The product is [Cl:1][C:2]1[N:3]=[C:4]2[CH:12]=[C:11]([Cl:13])[CH:10]=[N:9][C:5]2=[N:6][C:7]=1[N:14]1[CH2:17][CH:16]([NH:18][C:19](=[O:25])[O:20][C:21]([CH3:23])([CH3:22])[CH3:24])[CH2:15]1. The yield is 0.710. (3) The reactants are [CH2:1]([C:3]1([C:8]2[CH:9]=[CH:10][C:11]3[O:15][CH:14]=[CH:13][C:12]=3[CH:16]=2)[O:7][CH2:6][CH2:5][O:4]1)[CH3:2].[Li]CCCC.CCCCCC.[Cl:28]C(Cl)(Cl)C(Cl)(Cl)Cl. The catalyst is C1COCC1. The product is [Cl:28][C:14]1[O:15][C:11]2[CH:10]=[CH:9][C:8]([C:3]3([CH2:1][CH3:2])[O:4][CH2:5][CH2:6][O:7]3)=[CH:16][C:12]=2[CH:13]=1. The yield is 0.650.